Dataset: Catalyst prediction with 721,799 reactions and 888 catalyst types from USPTO. Task: Predict which catalyst facilitates the given reaction. (1) Reactant: [Cl:1][C:2]1[CH:3]=[C:4]([F:26])[C:5]([C:8]([F:25])([F:24])[CH2:9][N:10]2[CH2:15][CH2:14][CH:13]([NH:16]C(=O)OC(C)(C)C)[CH2:12][CH2:11]2)=[N:6][CH:7]=1.C(O)(C(F)(F)F)=O. Product: [Cl:1][C:2]1[CH:3]=[C:4]([F:26])[C:5]([C:8]([F:25])([F:24])[CH2:9][N:10]2[CH2:15][CH2:14][CH:13]([NH2:16])[CH2:12][CH2:11]2)=[N:6][CH:7]=1. The catalyst class is: 2. (2) Reactant: [C:1]1([C:19]2[CH:24]=[CH:23][CH:22]=[CH:21][CH:20]=2)[CH:6]=[CH:5][C:4]([O:7][CH2:8][CH2:9][CH2:10][CH2:11][CH2:12][CH2:13][C:14]([O:16]CC)=[O:15])=[CH:3][CH:2]=1.[Li+:25].[OH-]. Product: [C:1]1([C:19]2[CH:20]=[CH:21][CH:22]=[CH:23][CH:24]=2)[CH:6]=[CH:5][C:4]([O:7][CH2:8][CH2:9][CH2:10][CH2:11][CH2:12][CH2:13][C:14]([O-:16])=[O:15])=[CH:3][CH:2]=1.[Li+:25]. The catalyst class is: 1. (3) Reactant: [C:1]([O:5][C:6]([NH:8][C@H:9]([C:13]1[CH:18]=[CH:17][C:16](OCC(OC)OCC)=[CH:15][CH:14]=1)[C:10]([OH:12])=[O:11])=[O:7])([CH3:4])([CH3:3])[CH3:2].[OH-].[Na+].O.[C:30](OC(OC(OC(C)(C)C)=O)=O)([CH3:33])(C)[CH3:31]. Product: [C:1]([O:5][C:6]([NH:8][CH:9]([C:13]1[CH:14]=[CH:15][C:16]([CH:33]2[CH2:30][CH2:31]2)=[CH:17][CH:18]=1)[C:10]([OH:12])=[O:11])=[O:7])([CH3:2])([CH3:3])[CH3:4]. The catalyst class is: 12. (4) Reactant: [CH2:1]([N:3]([CH2:20][CH3:21])[CH2:4][CH2:5][NH:6][C:7]([C:9]1[CH:18]=[CH:17][C:16]2[C:11](=[CH:12][CH:13]=[C:14]([I:19])[CH:15]=2)C=1)=[O:8])[CH3:2].IC1C=C2C(=CC=1)[N:29]=C(C(OCC)=O)C=C2.[K+].[Br-].IC1C2C=C(C(OC)=O)SC=2C=CC=1. Product: [CH2:1]([N:3]([CH2:20][CH3:21])[CH2:4][CH2:5][NH:6][C:7]([C:9]1[CH:18]=[CH:17][C:16]2[C:11](=[CH:12][CH:13]=[C:14]([I:19])[CH:15]=2)[N:29]=1)=[O:8])[CH3:2]. The catalyst class is: 429. (5) Reactant: [C:1]([C:5]1[CH:6]=[C:7]([C:15](=[O:17])[CH3:16])[CH:8]=[C:9]([O:11][CH2:12][CH2:13][F:14])[CH:10]=1)([CH3:4])([CH3:3])[CH3:2].[Br-:18].[Br-].[Br-].C1([N+](C)(C)C)C=CC=CC=1.C1([N+](C)(C)C)C=CC=CC=1.C1([N+](C)(C)C)C=CC=CC=1.O. Product: [Br:18][CH2:16][C:15]([C:7]1[CH:8]=[C:9]([O:11][CH2:12][CH2:13][F:14])[CH:10]=[C:5]([C:1]([CH3:4])([CH3:2])[CH3:3])[CH:6]=1)=[O:17]. The catalyst class is: 92.